This data is from Drug-target binding data from BindingDB patent sources. The task is: Regression. Given a target protein amino acid sequence and a drug SMILES string, predict the binding affinity score between them. We predict pAffinity (pAffinity = -log10(affinity in M)). Dataset: bindingdb_patent. (1) The drug is Cc1noc(C)c1CCC1CCN(CC1)S(=O)(=O)CC1(CCN(CC1)C(N)=O)N(O)C=O. The target protein (O75173) has sequence MSQTGSHPGRGLAGRWLWGAQPCLLLPIVPLSWLVWLLLLLLASLLPSARLASPLPREEEIVFPEKLNGSVLPGSGAPARLLCRLQAFGETLLLELEQDSGVQVEGLTVQYLGQAPELLGGAEPGTYLTGTINGDPESVASLHWDGGALLGVLQYRGAELHLQPLEGGTPNSAGGPGAHILRRKSPASGQGPMCNVKAPLGSPSPRPRRAKRFASLSRFVETLVVADDKMAAFHGAGLKRYLLTVMAAAAKAFKHPSIRNPVSLVVTRLVILGSGEEGPQVGPSAAQTLRSFCAWQRGLNTPEDSDPDHFDTAILFTRQDLCGVSTCDTLGMADVGTVCDPARSCAIVEDDGLQSAFTAAHELGHVFNMLHDNSKPCISLNGPLSTSRHVMAPVMAHVDPEEPWSPCSARFITDFLDNGYGHCLLDKPEAPLHLPVTFPGKDYDADRQCQLTFGPDSRHCPQLPPPCAALWCSGHLNGHAMCQTKHSPWADGTPCGPAQA.... The pAffinity is 7.6. (2) The small molecule is COC[C@H](NC(=O)[C@H](COC)NC(=O)c1cnc(C)s1)C(=O)N[C@@H](Cc1ccccc1)C(=O)[C@@]1(C)CO1. The target protein (P40313) has sequence MLLLSLTLSLVLLGSSWGCGIPAIKPALSFSQRIVNGENAVLGSWPWQVSLQDSSGFHFCGGSLISQSWVVTAAHCNVSPGRHFVVLGEYDRSSNAEPLQVLSVSRAITHPSWNSTTMNNDVTLLKLASPAQYTTRISPVCLASSNEALTEGLTCVTTGWGRLSGVGNVTPAHLQQVALPLVTVNQCRQYWGSSITDSMICAGGAGASSCQGDSGGPLVCQKGNTWVLIGIVSWGTKNCNVRAPAVYTRVSKFSTWINQVIAYN. The pAffinity is 6.6. (3) The small molecule is CC1=C(C(NC(=O)N1)c1ccc(F)c(c1)C(=O)NCc1cccc(F)c1)C(=O)Nc1ccc2[nH]ncc2c1. The target protein (Q15835) has sequence MDFGSLETVVANSAFIAARGSFDGSSSQPSRDKKYLAKLKLPPLSKCESLRDSLSLEFESVCLEQPIGKKLFQQFLQSAEKHLPALELWKDIEDYDTADNDLQPQKAQTILAQYLDPQAKLFCSFLDEGIVAKFKEGPVEIQDGLFQPLLQATLAHLGQAPFQEYLGSLYFLRFLQWKWLEAQPMGEDWFLDFRVLGKGGFGEVSACQMKATGKLYACKKLNKKRLKKRKGYQGAMVEKKILMKVHSRFIVSLAYAFETKADLCLVMTIMNGGDIRYHIYNVNEENPGFPEPRALFYTAQIICGLEHLHQRRIVYRDLKPENVLLDNDGNVRISDLGLAVELLDGQSKTKGYAGTPGFMAPELLQGEEYDFSVDYFALGVTLYEMIAARGPFRARGEKVENKELKHRIISEPVKYPDKFSQASKDFCEALLEKDPEKRLGFRDETCDKLRAHPLFKDLNWRQLEAGMLMPPFIPDSKTVYAKDIQDVGAFSTVKGVAFDK.... The pAffinity is 4.9. (4) The drug is CC(Oc1cc(F)ccc1COc1ccnn1-c1cc(ccn1)C(O)=O)c1ccccc1. The target protein (P29375) has sequence MAGVGPGGYAAEFVPPPECPVFEPSWEEFTDPLSFIGRIRPLAEKTGICKIRPPKDWQPPFACEVKSFRFTPRVQRLNELEAMTRVRLDFLDQLAKFWELQGSTLKIPVVERKILDLYALSKIVASKGGFEMVTKEKKWSKVGSRLGYLPGKGTGSLLKSHYERILYPYELFQSGVSLMGVQMPNLDLKEKVEPEVLSTDTQTSPEPGTRMNILPKRTRRVKTQSESGDVSRNTELKKLQIFGAGPKVVGLAMGTKDKEDEVTRRRKVTNRSDAFNMQMRQRKGTLSVNFVDLYVCMFCGRGNNEDKLLLCDGCDDSYHTFCLIPPLPDVPKGDWRCPKCVAEECSKPREAFGFEQAVREYTLQSFGEMADNFKSDYFNMPVHMVPTELVEKEFWRLVSSIEEDVIVEYGADISSKDFGSGFPVKDGRRKILPEEEEYALSGWNLNNMPVLEQSVLAHINVDISGMKVPWLYVGMCFSSFCWHIEDHWSYSINYLHWGEP.... The pAffinity is 7.3. (5) The compound is COc1cccc(n1)-c1nc(Nc2ccnc(F)c2)c2cccn2n1. The target protein (P37173) has sequence MGRGLLRGLWPLHIVLWTRIASTIPPHVQKSVNNDMIVTDNNGAVKFPQLCKFCDVRFSTCDNQKSCMSNCSITSICEKPQEVCVAVWRKNDENITLETVCHDPKLPYHDFILEDAASPKCIMKEKKKPGETFFMCSCSSDECNDNIIFSEEYNTSNPDLLLVIFQVTGISLLPPLGVAISVIIIFYCYRVNRQQKLSSTWETGKTRKLMEFSEHCAIILEDDRSDISSTCANNINHNTELLPIELDTLVGKGRFAEVYKAKLKQNTSEQFETVAVKIFPYEEYASWKTEKDIFSDINLKHENILQFLTAEERKTELGKQYWLITAFHAKGNLQEYLTRHVISWEDLRKLGSSLARGIAHLHSDHTPCGRPKMPIVHRDLKSSNILVKNDLTCCLCDFGLSLRLDPTLSVDDLANSGQVGTARYMAPEVLESRMNLENVESFKQTDVYSMALVLWEMTSRCNAVGEVKDYEPPFGSKVREHPCVESMKDNVLRDRGRPEI.... The pAffinity is 4.8.